Dataset: Forward reaction prediction with 1.9M reactions from USPTO patents (1976-2016). Task: Predict the product of the given reaction. Given the reactants [CH2:1]([O:3][P:4]([CH2:7][C:8]1[CH:13]=[C:12]([Cl:14])[CH:11]=[CH:10][C:9]=1[O:15]CC1C=CC=CC=1)([NH2:6])=[O:5])[CH3:2].[H][H], predict the reaction product. The product is: [CH2:1]([O:3][P:4]([CH2:7][C:8]1[CH:13]=[C:12]([Cl:14])[CH:11]=[CH:10][C:9]=1[OH:15])([NH2:6])=[O:5])[CH3:2].